From a dataset of Forward reaction prediction with 1.9M reactions from USPTO patents (1976-2016). Predict the product of the given reaction. (1) The product is: [CH3:13][C@@H:11]1[CH2:12][C@H:10]1[C:8]([NH:7][C:6]1[S:5][N:4]=[C:3]([C:14]2[CH:19]=[CH:18][CH:17]=[CH:16][CH:15]=2)[C:2]=1[CH3:20])=[O:9]. Given the reactants Br[C:2]1[C:3]([C:14]2[CH:19]=[CH:18][CH:17]=[CH:16][CH:15]=2)=[N:4][S:5][C:6]=1[NH:7][C:8]([C@@H:10]1[CH2:12][C@H:11]1[CH3:13])=[O:9].[CH2:20]([Li])CCC.CI, predict the reaction product. (2) Given the reactants [CH3:1][S:2]([C:5]1[CH:10]=[CH:9][C:8](F)=[C:7]([Cl:12])[CH:6]=1)(=[O:4])=[O:3].[Cl:13][C:14]1[CH:15]=[CH:16][C:17]([O:21][CH3:22])=[C:18]([OH:20])[CH:19]=1, predict the reaction product. The product is: [CH3:1][S:2]([C:5]1[CH:10]=[CH:9][C:8]([O:20][C:18]2[CH:19]=[C:14]([Cl:13])[CH:15]=[CH:16][C:17]=2[O:21][CH3:22])=[C:7]([Cl:12])[CH:6]=1)(=[O:4])=[O:3]. (3) Given the reactants Br[C:2]1[CH:7]=[CH:6][C:5]([C:8]2[S:9][CH:10]=[C:11]([C:13]3[CH:18]=[CH:17][CH:16]=[CH:15][CH:14]=3)[N:12]=2)=[CH:4][CH:3]=1.C[C:20]([N:22](C)C)=O, predict the reaction product. The product is: [C:13]1([C:11]2[N:12]=[C:8]([C:5]3[CH:6]=[CH:7][C:2]([C:20]#[N:22])=[CH:3][CH:4]=3)[S:9][CH:10]=2)[CH:18]=[CH:17][CH:16]=[CH:15][CH:14]=1. (4) Given the reactants Cl.[Cl:2][CH2:3][C:4]1[C:16]2[NH:15][C:14]3[C:9](=[CH:10][CH:11]=[CH:12][CH:13]=3)[C:8]=2[CH2:7][CH2:6][N:5]=1.[CH2:17]([N:19](CC)[CH2:20]C)C, predict the reaction product. The product is: [CH3:17][N:19]([CH3:20])[CH2:3][CH:4]1[C:16]2[NH:15][C:14]3[C:9](=[CH:10][CH:11]=[CH:12][CH:13]=3)[C:8]=2[CH2:7][CH2:6][NH:5]1.[ClH:2].[CH3:4][NH:5][CH3:6]. (5) Given the reactants [Cl:1][C:2]1[CH:3]=[C:4]([CH:8]2[N:13]([CH2:14][C:15]([O:17]CC)=[O:16])[C:12](=[O:20])[NH:11][C:10]([CH3:21])=[C:9]2[C:22](=[O:39])[NH:23][CH2:24][CH2:25][CH:26]([C:33]2[CH:38]=[CH:37][CH:36]=[CH:35][CH:34]=2)[C:27]2[CH:32]=[CH:31][CH:30]=[CH:29][CH:28]=2)[CH:5]=[CH:6][CH:7]=1.[OH-].[Na+].Cl, predict the reaction product. The product is: [Cl:1][C:2]1[CH:3]=[C:4]([CH:8]2[N:13]([CH2:14][C:15]([OH:17])=[O:16])[C:12](=[O:20])[NH:11][C:10]([CH3:21])=[C:9]2[C:22](=[O:39])[NH:23][CH2:24][CH2:25][CH:26]([C:33]2[CH:34]=[CH:35][CH:36]=[CH:37][CH:38]=2)[C:27]2[CH:32]=[CH:31][CH:30]=[CH:29][CH:28]=2)[CH:5]=[CH:6][CH:7]=1.